Dataset: Forward reaction prediction with 1.9M reactions from USPTO patents (1976-2016). Task: Predict the product of the given reaction. The product is: [CH:1]1[CH:2]=[CH:3][C:4]2[S:15][C:14]3[CH:13]=[CH:12][CH:11]=[CH:10][C:9]=3[N:8]=[C:7]([N:16]3[CH2:21][CH2:20][N:19]([CH2:22][CH2:23][O:24][CH2:25][CH2:26][OH:27])[CH2:18][CH2:17]3)[C:5]=2[CH:6]=1.[C:33]([O-:35])(=[O:34])/[CH:28]=[CH:29]\[C:30]([O-:32])=[O:31]. Given the reactants [CH:1]1[CH:2]=[CH:3][C:4]2[S:15][C:14]3[CH:13]=[CH:12][CH:11]=[CH:10][C:9]=3[N:8]=[C:7]([N:16]3[CH2:21][CH2:20][N:19]([CH2:22][CH2:23][O:24][CH2:25][CH2:26][OH:27])[CH2:18][CH2:17]3)[C:5]=2[CH:6]=1.[CH:28](/[C:33]([OH:35])=[O:34])=[CH:29]\[C:30]([OH:32])=[O:31].O.N.C(O)(=O)/C=C\C(O)=O, predict the reaction product.